Task: Predict the reactants needed to synthesize the given product.. Dataset: Full USPTO retrosynthesis dataset with 1.9M reactions from patents (1976-2016) (1) Given the product [NH2:13][C@H:10]1[CH2:11][CH2:12][C@H:8]([C:6]2[O:5][N:4]=[C:3]([CH:2]([C:21]3[CH:22]=[CH:23][CH:24]=[CH:25][CH:26]=3)[OH:1])[N:7]=2)[CH2:9]1, predict the reactants needed to synthesize it. The reactants are: [OH:1][CH:2]([C:21]1[CH:26]=[CH:25][CH:24]=[CH:23][CH:22]=1)[C:3]1[N:7]=[C:6]([C@H:8]2[CH2:12][CH2:11][C@H:10]([NH:13]C(=O)OC(C)(C)C)[CH2:9]2)[O:5][N:4]=1.FC(F)(F)C(O)=O. (2) Given the product [CH3:1][O:2][CH2:3][CH2:4][CH2:5][CH2:6][CH:7]([NH:20][C:21]1[CH:29]=[CH:28][C:24]([C:66]([N:65]([CH3:68])[CH2:64][CH2:33][C:34]([O:36][CH2:37][CH3:38])=[O:35])=[O:67])=[CH:23][CH:22]=1)[C:8]1[O:9][C:10]2[CH:17]=[CH:16][C:15]([O:18][CH3:19])=[CH:14][C:11]=2[C:12]=1[CH3:13], predict the reactants needed to synthesize it. The reactants are: [CH3:1][O:2][CH2:3][CH2:4][CH2:5][CH2:6][CH:7]([NH:20][C:21]1[CH:29]=[CH:28][C:24](C(O)=O)=[CH:23][CH:22]=1)[C:8]1[O:9][C:10]2[CH:17]=[CH:16][C:15]([O:18][CH3:19])=[CH:14][C:11]=2[C:12]=1[CH3:13].CNC[CH2:33][C:34]([O:36][CH2:37][CH3:38])=[O:35].O.ON1C2C=CC=CC=2N=N1.Cl.C(N=C=NCCCN(C)C)C.[Cl-].[NH4+].[CH3:64][N:65]([CH3:68])[CH:66]=[O:67]. (3) Given the product [CH3:26][O:25][C:21]1[CH:22]=[C:23]([CH3:24])[C:18]([S:15]([N:12]2[C:13]3[C:9](=[CH:8][CH:7]=[C:6]([CH2:5][C:1]#[N:2])[CH:14]=3)[CH2:10][CH2:11]2)(=[O:17])=[O:16])=[C:19]([CH3:27])[CH:20]=1, predict the reactants needed to synthesize it. The reactants are: [C-:1]#[N:2].[K+].Br[CH2:5][C:6]1[CH:14]=[C:13]2[C:9]([CH2:10][CH2:11][N:12]2[S:15]([C:18]2[C:23]([CH3:24])=[CH:22][C:21]([O:25][CH3:26])=[CH:20][C:19]=2[CH3:27])(=[O:17])=[O:16])=[CH:8][CH:7]=1. (4) Given the product [Br:16][C:17]1[CH:18]=[CH:19][C:20]([F:25])=[C:21]([CH:22]([C:2]2[CH:7]=[CH:6][CH:5]=[C:4]([O:8][CH3:9])[C:3]=2[CH3:10])[OH:23])[CH:24]=1, predict the reactants needed to synthesize it. The reactants are: Br[C:2]1[CH:7]=[CH:6][CH:5]=[C:4]([O:8][CH3:9])[C:3]=1[CH3:10].C([Li])CCC.[Br:16][C:17]1[CH:18]=[CH:19][C:20]([F:25])=[C:21]([CH:24]=1)[CH:22]=[O:23].[Cl-].[NH4+]. (5) Given the product [CH2:1]([O:3][C:4]1[CH:13]=[CH:12][C:7]2[N:8]([CH:29]([CH2:34][CH3:35])[C:30]([OH:32])=[O:31])[C:9](=[N:11][C:20](=[O:21])[C:19]3[CH:23]=[CH:24][CH:25]=[C:17]([O:16][C:15]([F:27])([F:26])[F:14])[CH:18]=3)[S:10][C:6]=2[CH:5]=1)[CH3:2], predict the reactants needed to synthesize it. The reactants are: [CH2:1]([O:3][C:4]1[CH:13]=[CH:12][C:7]2[N:8]=[C:9]([NH2:11])[S:10][C:6]=2[CH:5]=1)[CH3:2].[F:14][C:15]([F:27])([F:26])[O:16][C:17]1[CH:18]=[C:19]([CH:23]=[CH:24][CH:25]=1)[C:20](Cl)=[O:21].Br[CH:29]([CH2:34][CH3:35])[C:30]([O:32]C)=[O:31].COC1C=CC2N=C(N)SC=2C=1.ClC1C=C(C=CC=1)C(Cl)=O.BrCC(OCC)=O. (6) The reactants are: [CH3:1][S:2][C:3]1[N:4]=[CH:5][C:6]2[C:15](=[O:16])[N:14]([C:17]3[CH:18]=[C:19]([C:23]4[N:27]=[C:26]([C:28](OC)=[O:29])[O:25][N:24]=4)[CH:20]=[CH:21][CH:22]=3)[CH2:13][C@H:12]3[N:8]([CH2:9][CH2:10][CH2:11]3)[C:7]=2[N:32]=1.[CH3:33][NH:34][CH3:35].C1COCC1. Given the product [CH3:33][N:34]([CH3:35])[C:28]([C:26]1[O:25][N:24]=[C:23]([C:19]2[CH:20]=[CH:21][CH:22]=[C:17]([N:14]3[CH2:13][C@H:12]4[N:8]([CH2:9][CH2:10][CH2:11]4)[C:7]4[N:32]=[C:3]([S:2][CH3:1])[N:4]=[CH:5][C:6]=4[C:15]3=[O:16])[CH:18]=2)[N:27]=1)=[O:29], predict the reactants needed to synthesize it. (7) Given the product [CH2:4]([N:7]1[C:16]([C:17]#[N:18])=[C:15]([C:19]2[CH:24]=[CH:23][CH:22]=[C:21]([F:25])[CH:20]=2)[C:14]2[C:9](=[CH:10][CH:11]=[C:12]([OH:26])[CH:13]=2)[C:8]1=[O:28])[CH:5]=[CH2:6], predict the reactants needed to synthesize it. The reactants are: [C-]#N.[Na+].[CH2:4]([N:7]1[C:16]([C:17]#[N:18])=[C:15]([C:19]2[CH:24]=[CH:23][CH:22]=[C:21]([F:25])[CH:20]=2)[C:14]2[C:9](=[CH:10][CH:11]=[C:12]([O:26]C)[CH:13]=2)[C:8]1=[O:28])[CH:5]=[CH2:6].Cl. (8) Given the product [F:24][C:25]1[CH:32]=[CH:31][C:28]([CH2:29][N:1]2[CH2:2][CH:3]=[C:4]([C:7]3[CH:19]=[CH:18][C:10]([CH2:11][C@@H:12]([C:14]([O:16][CH3:17])=[O:15])[NH2:13])=[CH:9][CH:8]=3)[CH2:5][CH2:6]2)=[CH:27][CH:26]=1, predict the reactants needed to synthesize it. The reactants are: [NH:1]1[CH2:6][CH:5]=[C:4]([C:7]2[CH:19]=[CH:18][C:10]([CH2:11][C@@H:12]([C:14]([O:16][CH3:17])=[O:15])[NH2:13])=[CH:9][CH:8]=2)[CH2:3][CH2:2]1.C(=O)([O-])[O-].[F:24][C:25]1[CH:32]=[CH:31][C:28]([CH2:29]Br)=[CH:27][CH:26]=1.N1CCNCC1. (9) The reactants are: [O:1]=[C:2]([C:9]1[CH:14]=[CH:13][N:12]=[CH:11][CH:10]=1)[CH2:3][C:4]([O:6][CH2:7][CH3:8])=[O:5].[H-].[Na+].[F:17][C:18]([F:28])([F:27])[C:19]1[CH:26]=[CH:25][C:22]([CH2:23]Br)=[CH:21][CH:20]=1.O. Given the product [O:1]=[C:2]([C:9]1[CH:14]=[CH:13][N:12]=[CH:11][CH:10]=1)[CH:3]([CH2:23][C:22]1[CH:21]=[CH:20][C:19]([C:18]([F:17])([F:27])[F:28])=[CH:26][CH:25]=1)[C:4]([O:6][CH2:7][CH3:8])=[O:5], predict the reactants needed to synthesize it. (10) Given the product [F:14][C:11]([F:12])([F:13])[C:9]1[CH:8]=[CH:7][C:6]2[S:15][CH2:1][NH:4][C:5]=2[CH:10]=1, predict the reactants needed to synthesize it. The reactants are: [CH2:1]=O.Cl.[NH2:4][C:5]1[CH:10]=[C:9]([C:11]([F:14])([F:13])[F:12])[CH:8]=[CH:7][C:6]=1[SH:15].